This data is from Forward reaction prediction with 1.9M reactions from USPTO patents (1976-2016). The task is: Predict the product of the given reaction. (1) Given the reactants [Cl:1][C:2]1[CH:3]=[N:4][C:5]2[N:6]([N:8]=[C:9]([C:11]([OH:13])=O)[CH:10]=2)[CH:7]=1.[CH3:14][CH:15]1[CH2:20][C:19]([C:21]2[CH:26]=[CH:25][CH:24]=[C:23]([C:27]([F:30])([F:29])[F:28])[CH:22]=2)=[CH:18][CH2:17][NH:16]1, predict the reaction product. The product is: [Cl:1][C:2]1[CH:3]=[N:4][C:5]2[N:6]([N:8]=[C:9]([C:11]([N:16]3[CH2:17][CH:18]=[C:19]([C:21]4[CH:26]=[CH:25][CH:24]=[C:23]([C:27]([F:28])([F:29])[F:30])[CH:22]=4)[CH2:20][CH:15]3[CH3:14])=[O:13])[CH:10]=2)[CH:7]=1. (2) Given the reactants [CH2:1]([N:8]1[C:12]([CH:13]=[C:14]2[C:22]3[C:17](=[CH:18][CH:19]=[C:20](OC)[CH:21]=3)[CH2:16][CH:15]2[C:25]2[CH:30]=[CH:29][CH:28]=[CH:27][CH:26]=2)=[CH:11][N:10]=[CH:9]1)[C:2]1[CH:7]=[CH:6][CH:5]=[CH:4][CH:3]=1.C1(C2CC3C(=CC=CC=3)C2=O)C=CC=CC=1, predict the reaction product. The product is: [CH2:1]([N:8]1[C:12]([CH:13]=[C:14]2[C:22]3[C:17](=[CH:18][CH:19]=[CH:20][CH:21]=3)[CH2:16][CH:15]2[C:25]2[CH:30]=[CH:29][CH:28]=[CH:27][CH:26]=2)=[CH:11][N:10]=[CH:9]1)[C:2]1[CH:3]=[CH:4][CH:5]=[CH:6][CH:7]=1. (3) Given the reactants [NH2:1][CH:2]([C:6]1[CH:11]=[CH:10][C:9]([F:12])=[CH:8][CH:7]=1)[C:3]([OH:5])=[O:4].[C:13](O[C:13]([O:15][C:16]([CH3:19])([CH3:18])[CH3:17])=[O:14])([O:15][C:16]([CH3:19])([CH3:18])[CH3:17])=[O:14], predict the reaction product. The product is: [C:16]([O:15][C:13]([NH:1][CH:2]([C:6]1[CH:11]=[CH:10][C:9]([F:12])=[CH:8][CH:7]=1)[C:3]([OH:5])=[O:4])=[O:14])([CH3:19])([CH3:18])[CH3:17]. (4) Given the reactants [Br:1][C:2]1[CH:11]=[C:10]2[C:5]([CH2:6][CH2:7][CH2:8][C:9]2=O)=[CH:4][CH:3]=1.O1CCC[CH2:14]1, predict the reaction product. The product is: [Br:1][C:2]1[CH:11]=[C:10]2[C:5]([CH2:6][CH2:7][CH2:8][C:9]2=[CH2:14])=[CH:4][CH:3]=1. (5) Given the reactants [Br-].[CH2:2]([O:4][C:5](=[O:10])[CH2:6][CH2:7][CH2:8][Zn+])[CH3:3].Br[C:12]1[CH:17]=[CH:16][CH:15]=[CH:14][N:13]=1.O.Cl, predict the reaction product. The product is: [N:13]1[CH:14]=[CH:15][CH:16]=[CH:17][C:12]=1[CH2:8][CH2:7][CH2:6][C:5]([O:4][CH2:2][CH3:3])=[O:10]. (6) Given the reactants N1[CH:6]=[CH:5][CH:4]=[CH:3][C:2]=1[C:7](O)=O.C([N:12]([CH2:15][CH3:16])[CH2:13][CH3:14])C.O=[C:18]1N(P(Cl)(N2CCOC2=O)=O)CCO1.Cl.O([C:40]1[CH:45]=[CH:44][CH:43]=[CH:42][C:41]=1/[CH:46]=[CH:47]/[CH2:48][N:49]1[CH2:54][CH2:53][CH:52]([N:55]2CC3C(=CC=CC=3)[C:56]2=[O:64])[CH2:51][CH2:50]1)C1C=CC=CC=1, predict the reaction product. The product is: [C:2]1([CH:46]([C:41]2[CH:40]=[CH:45][CH:44]=[CH:43][CH:42]=2)[CH2:47][CH2:48][N:49]2[CH2:54][CH2:53][CH:52]([NH:55][C:56]([C:15]3[CH:16]=[CH:18][CH:14]=[CH:13][N:12]=3)=[O:64])[CH2:51][CH2:50]2)[CH:7]=[CH:6][CH:5]=[CH:4][CH:3]=1. (7) Given the reactants [Cl:1][C:2]1[CH:7]=[CH:6][C:5]([N:8]([CH2:13][CH:14]2[CH2:19][CH2:18][NH:17][CH2:16][CH2:15]2)[C:9](=[O:12])[CH2:10][CH3:11])=[CH:4][CH:3]=1.C(=O)([O-])[O-].[K+].[K+].Br[CH2:27][CH2:28][C:29]1[CH:34]=[CH:33][CH:32]=[CH:31][CH:30]=1.C(=O)([O-])O.[Na+], predict the reaction product. The product is: [Cl:1][C:2]1[CH:7]=[CH:6][C:5]([N:8]([CH2:13][CH:14]2[CH2:15][CH2:16][N:17]([CH2:27][CH2:28][C:29]3[CH:34]=[CH:33][CH:32]=[CH:31][CH:30]=3)[CH2:18][CH2:19]2)[C:9](=[O:12])[CH2:10][CH3:11])=[CH:4][CH:3]=1. (8) Given the reactants [CH3:1][O:2][C:3]1[CH:8]=[CH:7][C:6]([NH:9][C:10]2[CH:11]=[N:12][C:13]([N+:16]([O-])=O)=[CH:14][CH:15]=2)=[C:5]([N+:19]([O-])=O)[CH:4]=1.[H][H], predict the reaction product. The product is: [NH2:19][C:5]1[CH:4]=[C:3]([O:2][CH3:1])[CH:8]=[CH:7][C:6]=1[NH:9][C:10]1[CH:15]=[CH:14][C:13]([NH2:16])=[N:12][CH:11]=1.